Dataset: CYP2C9 inhibition data for predicting drug metabolism from PubChem BioAssay. Task: Regression/Classification. Given a drug SMILES string, predict its absorption, distribution, metabolism, or excretion properties. Task type varies by dataset: regression for continuous measurements (e.g., permeability, clearance, half-life) or binary classification for categorical outcomes (e.g., BBB penetration, CYP inhibition). Dataset: cyp2c9_veith. The compound is Cn1cc(-c2nc3cncnc3n(Cc3ccc(F)cc3)c2=O)c2ccccc21. The result is 0 (non-inhibitor).